Dataset: NCI-60 drug combinations with 297,098 pairs across 59 cell lines. Task: Regression. Given two drug SMILES strings and cell line genomic features, predict the synergy score measuring deviation from expected non-interaction effect. Drug 1: C1CC(=O)NC(=O)C1N2CC3=C(C2=O)C=CC=C3N. Drug 2: CC1C(C(CC(O1)OC2CC(CC3=C2C(=C4C(=C3O)C(=O)C5=C(C4=O)C(=CC=C5)OC)O)(C(=O)C)O)N)O.Cl. Cell line: TK-10. Synergy scores: CSS=26.1, Synergy_ZIP=2.99, Synergy_Bliss=12.5, Synergy_Loewe=-10.0, Synergy_HSA=11.1.